From a dataset of Full USPTO retrosynthesis dataset with 1.9M reactions from patents (1976-2016). Predict the reactants needed to synthesize the given product. (1) The reactants are: [CH3:1][C:2]1[CH:3]=[CH:4][C:5]([N:9]2[CH:13]=[CH:12][C:11]([C:14]([F:17])([F:16])[F:15])=[N:10]2)=[N+:6]([O-])[CH:7]=1.O=P(Cl)(Cl)[Cl:20]. Given the product [Cl:20][C:7]1[C:2]([CH3:1])=[CH:3][CH:4]=[C:5]([N:9]2[CH:13]=[CH:12][C:11]([C:14]([F:17])([F:16])[F:15])=[N:10]2)[N:6]=1, predict the reactants needed to synthesize it. (2) Given the product [CH3:92][N:89]1[CH2:90][CH2:91][N:2]([C:1]([C:4]2[N:5]=[C:6]([N:9]3[CH2:10][CH:11]([S:13][C:14]4[C@H:15]([CH3:39])[C@@H:16]5[C@@H:34]([C@H:35]([OH:37])[CH3:36])[C:33](=[O:38])[N:17]5[C:18]=4[C:19]([O:21][CH2:22][C:23]4[CH:75]=[CH:74][C:73]([N+:76]([O-:78])=[O:77])=[CH:72][CH:71]=4)=[O:20])[CH2:12]3)[S:7][CH:8]=2)=[O:3])[CH2:87][CH2:86]1, predict the reactants needed to synthesize it. The reactants are: [C:1]([C:4]1[N:5]=[C:6]([N:9]2[CH2:12][CH:11]([S:13][C:14]3[C@H:15]([CH3:39])[C@@H:16]4[C@@H:34]([C@H:35]([OH:37])[CH3:36])[C:33](=[O:38])[N:17]4[C:18]=3[C:19]([O:21][CH:22](OC(OC(CC)CC)=O)[CH3:23])=[O:20])[CH2:10]2)[S:7][CH:8]=1)(=[O:3])[NH2:2].C(O)(=O)C.NN.C1(P(OC2[C@H](C)[C@H]3[C@@H]([C@H](O)C)C(=O)N3C=2C(OCC2[CH:75]=[CH:74][C:73]([N+:76]([O-:78])=[O:77])=[CH:72][CH:71]=2)=O)(C2C=CC=CC=2)=O)C=CC=CC=1.[CH:86]([N:89]([CH:92](C)C)[CH2:90][CH3:91])(C)[CH3:87].C(=O)([O-])O.[Na+]. (3) The reactants are: Cl[C:2]1[CH:3]=[CH:4][C:5]2[N:6]([C:8]([CH:11]([C:13]3[CH:14]=[C:15]4[C:19](=[CH:20][C:21]=3[F:22])[N:18]([CH3:23])[N:17]=[CH:16]4)[CH3:12])=[CH:9][N:10]=2)[N:7]=1.[CH3:24][N:25]1[CH:29]=[C:28](B2OC(C)(C)C(C)(C)O2)[CH:27]=[N:26]1. Given the product [F:22][C:21]1[CH:20]=[C:19]2[C:15]([CH:16]=[N:17][N:18]2[CH3:23])=[CH:14][C:13]=1[CH:11]([C:8]1[N:6]2[N:7]=[C:2]([C:28]3[CH:27]=[N:26][N:25]([CH3:24])[CH:29]=3)[CH:3]=[CH:4][C:5]2=[N:10][CH:9]=1)[CH3:12], predict the reactants needed to synthesize it. (4) Given the product [CH2:20]([O:18][C:15]1[CH:16]=[CH:17][C:8]([OH:7])=[C:9]([CH:14]=1)[C:10]([O:12][CH3:13])=[O:11])[C:21]1[CH:26]=[CH:25][CH:24]=[CH:23][CH:22]=1, predict the reactants needed to synthesize it. The reactants are: C([O-])([O-])=O.[K+].[K+].[OH:7][C:8]1[CH:17]=[CH:16][C:15]([OH:18])=[CH:14][C:9]=1[C:10]([O:12][CH3:13])=[O:11].Br[CH2:20][C:21]1[CH:26]=[CH:25][CH:24]=[CH:23][CH:22]=1. (5) Given the product [CH2:1]([NH:8][C:9]1[CH:14]=[C:13]([N:15]([CH2:28][C:29]2[CH:34]=[CH:33][C:32]([O:35][CH3:36])=[CH:31][CH:30]=2)[C:16]2[CH:17]=[N:18][C:19]([N:22]3[CH2:27][CH2:26][O:25][CH2:24][CH2:23]3)=[CH:20][CH:21]=2)[N:12]=[CH:11][C:10]=1[CH2:42][C:41]([NH2:43])=[O:52])[C:57]1[CH:62]=[CH:61][CH:60]=[CH:59][CH:58]=1, predict the reactants needed to synthesize it. The reactants are: [CH2:1]([NH:8][C:9]1[CH:14]=[C:13]([N:15]([CH2:28][C:29]2[CH:34]=[CH:33][C:32]([O:35][CH3:36])=[CH:31][CH:30]=2)[C:16]2[CH:17]=[N:18][C:19]([N:22]3[CH2:27][CH2:26][O:25][CH2:24][CH2:23]3)=[CH:20][CH:21]=2)[N:12]=[CH:11][C:10]=1C(O)=O)C1C=CC=CC=1.Cl.[CH2:41]([N:43]=C=NCCCN(C)C)[CH3:42].[OH2:52].ON1[C:58]2[CH:59]=[CH:60][CH:61]=[CH:62][C:57]=2N=N1.O.N. (6) The reactants are: [N:1]1[CH:6]=[CH:5][N:4]=[CH:3][C:2]=1C(O)=O.P(N=[N+]=[N-])(=O)([O:18][C:19]1C=CC=CC=1)OC1C=CC=CC=1.CC[N:31](C(C)C)C(C)C.[CH3:38][C:39]1([CH3:57])[O:44][CH2:43][CH2:42][N:41]([C:45]2[CH:46]=[CH:47][C:48]3[N:54]4[CH2:55][C@H:51]([CH2:52][CH2:53]4)[NH:50][C:49]=3[N:56]=2)[CH2:40]1. Given the product [CH3:38][C:39]1([CH3:57])[CH2:40][N:41]([C:45]2[CH:46]=[CH:47][C:48]3[N:54]4[CH2:55][C@H:51]([CH2:52][CH2:53]4)[N:50]([C:19]([NH:31][C:2]4[CH:3]=[N:4][CH:5]=[CH:6][N:1]=4)=[O:18])[C:49]=3[N:56]=2)[CH2:42][CH2:43][O:44]1, predict the reactants needed to synthesize it. (7) Given the product [Cl:1][C:2]1[CH:9]=[C:8]([N:10]([CH2:16][C:17]2[CH:22]=[CH:21][CH:20]=[C:19]([F:23])[C:18]=2[F:24])[C@H:11]2[CH2:15][CH2:14][N:13]([S:28]([CH:26]([CH3:27])[CH3:25])(=[O:30])=[O:29])[CH2:12]2)[CH:7]=[CH:6][C:3]=1[C:4]#[N:5], predict the reactants needed to synthesize it. The reactants are: [Cl:1][C:2]1[CH:9]=[C:8]([N:10]([CH2:16][C:17]2[CH:22]=[CH:21][CH:20]=[C:19]([F:23])[C:18]=2[F:24])[C@H:11]2[CH2:15][CH2:14][NH:13][CH2:12]2)[CH:7]=[CH:6][C:3]=1[C:4]#[N:5].[CH3:25][CH:26]([S:28](Cl)(=[O:30])=[O:29])[CH3:27]. (8) Given the product [F:27][C:28]1[CH:33]=[CH:32][CH:31]=[C:30]([F:34])[C:29]=1[C:35]1[CH:43]=[CH:42][CH:41]=[C:40]2[C:36]=1/[C:37](=[CH:25]/[C:23]1[NH:22][C:17]3[CH2:18][CH2:19][CH2:20][CH2:21][N:15]([C:13]([C@@H:9]4[CH2:10][CH2:11][CH2:12][NH:8]4)=[O:14])[C:16]=3[CH:24]=1)/[C:38](=[O:44])[NH:39]2, predict the reactants needed to synthesize it. The reactants are: C(OC([N:8]1[CH2:12][CH2:11][CH2:10][C@H:9]1[C:13]([N:15]1[CH2:21][CH2:20][CH2:19][CH2:18][C:17]2[NH:22][C:23]([CH:25]=O)=[CH:24][C:16]1=2)=[O:14])=O)(C)(C)C.[F:27][C:28]1[CH:33]=[CH:32][CH:31]=[C:30]([F:34])[C:29]=1[C:35]1[CH:43]=[CH:42][CH:41]=[C:40]2[C:36]=1[CH2:37][C:38](=[O:44])[NH:39]2.